This data is from Full USPTO retrosynthesis dataset with 1.9M reactions from patents (1976-2016). The task is: Predict the reactants needed to synthesize the given product. (1) Given the product [Br:1][C:2]1[CH:7]=[CH:6][C:5]([O:8][CH2:15][CH2:14][CH2:13][C:12]([OH:17])=[O:11])=[CH:4][CH:3]=1, predict the reactants needed to synthesize it. The reactants are: [Br:1][C:2]1[CH:7]=[CH:6][C:5]([OH:8])=[CH:4][CH:3]=1.C([O:11][C:12](=[O:17])[CH2:13][CH2:14][CH2:15]Br)C.C([O-])([O-])=O.[K+].[K+].[OH-].[Na+]. (2) The reactants are: [Cl:1][C:2]1[N:3]=[CH:4][C:5]([C:8]([O:10]C)=O)=[N:6][CH:7]=1.[NH3:12]. Given the product [Cl:1][C:2]1[N:3]=[CH:4][C:5]([C:8]([NH2:12])=[O:10])=[N:6][CH:7]=1, predict the reactants needed to synthesize it. (3) Given the product [Cl:8][C:6]1[CH:7]=[C:2]([CH:35]2[CH2:37][CH2:36]2)[C:3](=[O:34])[N:4]([CH2:22][CH2:23][C:24]2[CH:33]=[CH:32][C:27]([C:28]([O:30][CH3:31])=[O:29])=[CH:26][CH:25]=2)[C:5]=1[CH2:9][O:10][C:11]1[CH:16]=[CH:15][CH:14]=[C:13]([O:17][C:18]([F:21])([F:20])[F:19])[CH:12]=1, predict the reactants needed to synthesize it. The reactants are: Br[C:2]1[C:3](=[O:34])[N:4]([CH2:22][CH2:23][C:24]2[CH:33]=[CH:32][C:27]([C:28]([O:30][CH3:31])=[O:29])=[CH:26][CH:25]=2)[C:5]([CH2:9][O:10][C:11]2[CH:16]=[CH:15][CH:14]=[C:13]([O:17][C:18]([F:21])([F:20])[F:19])[CH:12]=2)=[C:6]([Cl:8])[CH:7]=1.[CH:35]1(OB(O)O)[CH2:37][CH2:36]1.P([O-])([O-])([O-])=O.[K+].[K+].[K+].